This data is from Reaction yield outcomes from USPTO patents with 853,638 reactions. The task is: Predict the reaction yield, written as a fraction of the theoretical maximum amount of product (1.0 means a 100% yield; for example, 0.34 means a 34% yield). The reactants are C(=O)([O-])[O-].[Cs+].[Cs+].[CH3:7][C:8]1[C:16]2[C:11](=[N:12][CH:13]=[N:14][C:15]=2[NH2:17])[NH:10][N:9]=1.[Cl:18][C:19]1[CH:20]=[C:21]([CH:38](Cl)[CH3:39])[C:22]2[O:28][CH2:27][CH2:26][N:25]([C:29]([O:31][C:32]([CH3:35])([CH3:34])[CH3:33])=[O:30])[CH2:24][C:23]=2[C:36]=1[CH3:37]. The catalyst is CN(C)C=O.C(OCC)(=O)C. The product is [NH2:17][C:15]1[N:14]=[CH:13][N:12]=[C:11]2[N:10]([CH:38]([C:21]3[C:22]4[O:28][CH2:27][CH2:26][N:25]([C:29]([O:31][C:32]([CH3:34])([CH3:33])[CH3:35])=[O:30])[CH2:24][C:23]=4[C:36]([CH3:37])=[C:19]([Cl:18])[CH:20]=3)[CH3:39])[N:9]=[C:8]([CH3:7])[C:16]=12. The yield is 0.620.